From a dataset of Peptide-MHC class II binding affinity with 134,281 pairs from IEDB. Regression. Given a peptide amino acid sequence and an MHC pseudo amino acid sequence, predict their binding affinity value. This is MHC class II binding data. (1) The peptide sequence is GKGSIVACAKFTCAK. The MHC is DRB1_0701 with pseudo-sequence DRB1_0701. The binding affinity (normalized) is 0.0710. (2) The peptide sequence is IIIDSKDTERQLAAM. The MHC is DRB1_1302 with pseudo-sequence DRB1_1302. The binding affinity (normalized) is 0.233.